Dataset: Full USPTO retrosynthesis dataset with 1.9M reactions from patents (1976-2016). Task: Predict the reactants needed to synthesize the given product. (1) Given the product [OH:17][CH:14]1[CH2:15][CH2:16][N:11]([C:9]([O:8][CH2:1][C:2]2[CH:7]=[CH:6][CH:5]=[CH:4][CH:3]=2)=[O:10])[CH2:12][CH2:13][C:29]1([CH3:22])[C:30]([O:32][CH2:33][CH3:34])=[O:31], predict the reactants needed to synthesize it. The reactants are: [CH2:1]([O:8][C:9]([N:11]1[CH2:16][CH2:15][C:14](=[O:17])[CH2:13][CH2:12]1)=[O:10])[C:2]1[CH:7]=[CH:6][CH:5]=[CH:4][CH:3]=1.B(F)(F)F.[CH3:22]COCC.[N+](=[CH:29][C:30]([O:32][CH2:33][CH3:34])=[O:31])=[N-].[H-].[Na+].IC.[BH4-].[Na+]. (2) Given the product [C:12]([C:9]1[CH:8]=[C:7]([CH2:53][CH2:52][C:51]([NH:21][CH2:22][C:23]2[CH:28]=[CH:27][CH:26]=[C:25]([NH:29][C:30](=[NH:31])[C:32]3[S:33][CH:34]=[CH:35][CH:36]=3)[CH:24]=2)=[O:38])[CH:6]=[C:5]([C:1]([CH3:4])([CH3:3])[CH3:2])[C:10]=1[OH:11])([CH3:15])([CH3:14])[CH3:13], predict the reactants needed to synthesize it. The reactants are: [C:1]([C:5]1[CH:6]=[C:7](C(C)C(O)=O)[CH:8]=[C:9]([C:12]([CH3:15])([CH3:14])[CH3:13])[C:10]=1[OH:11])([CH3:4])([CH3:3])[CH3:2].[NH2:21][CH2:22][C:23]1[CH:24]=[C:25]([NH:29][C:30]([C:32]2[S:33][CH:34]=[CH:35][CH:36]=2)=[NH:31])[CH:26]=[CH:27][CH:28]=1.Cl.[OH:38]N1C2C=CC=CC=2N=N1.Cl.CN(C)[CH2:51][CH2:52][CH2:53]N=C=NCC.CCN(CC)CC. (3) Given the product [F:1][C:2]([F:8])([F:7])[S:3]([O-:6])(=[O:5])=[O:4].[O:11]=[C:12]([CH2:20][CH3:21])[CH2:13][S+:14]1[CH2:19][CH2:18][CH2:17][CH2:16][CH2:15]1, predict the reactants needed to synthesize it. The reactants are: [F:1][C:2]([F:8])([F:7])[S:3]([O-:6])(=[O:5])=[O:4].[K+].[Br-].[O:11]=[C:12]([CH2:20][CH3:21])[CH2:13][S+:14]1[CH2:19][CH2:18][CH2:17][CH2:16][CH2:15]1. (4) Given the product [ClH:55].[ClH:55].[CH2:32]([N:39]([CH3:54])[CH:40]1[CH2:45][CH2:44][CH:43]([NH2:46])[CH2:42][CH2:41]1)[C:33]1[CH:38]=[CH:37][CH:36]=[CH:35][CH:34]=1, predict the reactants needed to synthesize it. The reactants are: O=C1CCC(NC(=O)OC(C)(C)C)CC1.CNCC1C=CC=CC=1.[Na].C(O)(=O)C.[OH-].[Na+].[CH2:32]([N:39]([CH3:54])[CH:40]1[CH2:45][CH2:44][CH:43]([NH:46]C(=O)OC(C)(C)C)[CH2:42][CH2:41]1)[C:33]1[CH:38]=[CH:37][CH:36]=[CH:35][CH:34]=1.[ClH:55]. (5) Given the product [N:35]([CH2:31][C:20]1[N:19]=[C:18]([N:16]2[CH2:17][CH:14]([C:12](=[O:13])[NH:11][S:8]([CH2:1][C:2]3[CH:7]=[CH:6][CH:5]=[CH:4][CH:3]=3)(=[O:10])=[O:9])[CH2:15]2)[C:28]([C:29]#[N:30])=[CH:27][C:21]=1[C:22]([O:24][CH2:25][CH3:26])=[O:23])=[N+:36]=[N-:37], predict the reactants needed to synthesize it. The reactants are: [CH2:1]([S:8]([NH:11][C:12]([CH:14]1[CH2:17][N:16]([C:18]2[C:28]([C:29]#[N:30])=[CH:27][C:21]([C:22]([O:24][CH2:25][CH3:26])=[O:23])=[C:20]([CH2:31]Cl)[N:19]=2)[CH2:15]1)=[O:13])(=[O:10])=[O:9])[C:2]1[CH:7]=[CH:6][CH:5]=[CH:4][CH:3]=1.[I-].[Na+].[N-:35]=[N+:36]=[N-:37].[Na+].